From a dataset of Reaction yield outcomes from USPTO patents with 853,638 reactions. Predict the reaction yield, written as a fraction of the theoretical maximum amount of product (1.0 means a 100% yield; for example, 0.34 means a 34% yield). (1) The reactants are [P:1]([CH2:14][CH2:15][C:16](OC)=[O:17])([CH2:8][CH2:9][C:10](OC)=[O:11])[CH2:2][CH2:3][C:4](OC)=[O:5].[H-].[H-].[H-].[H-].[Li+].[Al+3]. The catalyst is C1COCC1. The product is [P:1]([CH2:14][CH2:15][CH2:16][OH:17])([CH2:8][CH2:9][CH2:10][OH:11])[CH2:2][CH2:3][CH2:4][OH:5]. The yield is 1.02. (2) The reactants are [C:1]1([S:7]([C@H:10]2[CH:16]=[C:15](SC3C=CC=CC=3)C[CH2:13][C@@H:12]([OH:24])[C@H:11]2C)(=[O:9])=[O:8])[CH:6]=[CH:5][CH:4]=[CH:3][CH:2]=1.[C:26]([O:29][C:30](=O)[CH3:31])(=[O:28])[CH3:27].C(N(CC)CC)C.[I-].[Na+].Cl[Si](C)(C)C.O. The catalyst is ClCCl.C(#N)C.Cl[Hg]Cl. The product is [C:1]1([S:7]([C@@H:10]2[CH2:11][C:12](=[O:24])[CH2:13][CH2:31][C@H:30]([O:29][C:26](=[O:28])[CH3:27])[C@@H:16]2[CH3:15])(=[O:8])=[O:9])[CH:2]=[CH:3][CH:4]=[CH:5][CH:6]=1. The yield is 0.850. (3) The yield is 0.0500. The catalyst is CN(C=O)C.O. The reactants are [F:1][C:2]1[CH:10]=[C:9]([C:11]2[N:12]=[N:13][C:14]([O:17][CH2:18][CH:19]3[CH2:24][CH2:23][N:22]([CH2:25][C:26]([F:29])([CH3:28])[CH3:27])[CH2:21][CH2:20]3)=[CH:15][CH:16]=2)[CH:8]=[CH:7][C:3]=1[C:4](O)=[O:5].C(Cl)CCl.C1C=CC2N(O)N=NC=2C=1.CCN(C(C)C)C(C)C.[NH:53]1[CH2:57][CH2:56][CH2:55][C@H:54]1[C:58]([NH2:60])=[O:59]. The product is [F:1][C:2]1[CH:10]=[C:9]([C:11]2[N:12]=[N:13][C:14]([O:17][CH2:18][CH:19]3[CH2:20][CH2:21][N:22]([CH2:25][C:26]([F:29])([CH3:28])[CH3:27])[CH2:23][CH2:24]3)=[CH:15][CH:16]=2)[CH:8]=[CH:7][C:3]=1[C:4]([N:53]1[CH2:57][CH2:56][CH2:55][C@H:54]1[C:58]([NH2:60])=[O:59])=[O:5]. (4) The reactants are [N+:1]([C:4]1[CH:5]=[C:6]2[C:10](=[CH:11][CH:12]=1)[C:9](=[O:13])[NH:8][C:7]2=[O:14])([O-])=O. The catalyst is C1COCC1.[Pd]. The product is [NH2:1][C:4]1[CH:5]=[C:6]2[C:10](=[CH:11][CH:12]=1)[C:9](=[O:13])[NH:8][C:7]2=[O:14]. The yield is 0.593.